This data is from Reaction yield outcomes from USPTO patents with 853,638 reactions. The task is: Predict the reaction yield, written as a fraction of the theoretical maximum amount of product (1.0 means a 100% yield; for example, 0.34 means a 34% yield). (1) The reactants are [C:1]12([C:11]3[CH:30]=[CH:29][C:14]([O:15][CH2:16][C:17]([NH:19][C:20]4[CH:21]=[C:22]([CH:26]=[CH:27][CH:28]=4)[C:23]([OH:25])=O)=[O:18])=[CH:13][CH:12]=3)[CH2:10][CH:5]3[CH2:6][CH:7]([CH2:9][CH:3]([CH2:4]3)[CH2:2]1)[CH2:8]2.[NH2:31][CH2:32][CH2:33][C:34]1[CH:39]=[CH:38][N:37]=[CH:36][CH:35]=1.CCN(C(C)C)C(C)C.C(Cl)CCl.C1C=CC2N(O)N=NC=2C=1. The catalyst is CN(C=O)C.C(OCC)(=O)C. The product is [C:1]12([C:11]3[CH:12]=[CH:13][C:14]([O:15][CH2:16][C:17]([NH:19][C:20]4[CH:21]=[C:22]([CH:26]=[CH:27][CH:28]=4)[C:23]([NH:31][CH2:32][CH2:33][C:34]4[CH:39]=[CH:38][N:37]=[CH:36][CH:35]=4)=[O:25])=[O:18])=[CH:29][CH:30]=3)[CH2:2][CH:3]3[CH2:9][CH:7]([CH2:6][CH:5]([CH2:4]3)[CH2:10]1)[CH2:8]2. The yield is 0.400. (2) The reactants are [Br:1][C:2]1[CH:7]=[CH:6][C:5]([NH:8][C:9]2[N:10]([CH3:22])[C:11]3[C:12](=[O:21])[CH2:13][CH2:14][CH2:15][C:16]=3[C:17]=2[C:18](O)=[O:19])=[C:4]([F:23])[CH:3]=1.CC1(C)[O:29][C@@H:28]([CH2:30][O:31][NH2:32])[CH2:27][O:26]1.C1C=CC2N(O)N=NC=2C=1.C(Cl)CCl.C1(C)C=CC(S(O)(=O)=O)=CC=1. The catalyst is C(Cl)Cl.C(N(CC)CC)C. The product is [Br:1][C:2]1[CH:7]=[CH:6][C:5]([NH:8][C:9]2[N:10]([CH3:22])[C:11]3[C:12](=[O:21])[CH2:13][CH2:14][CH2:15][C:16]=3[C:17]=2[C:18]([NH:32][O:31][CH2:30][C@H:28]([OH:29])[CH2:27][OH:26])=[O:19])=[C:4]([F:23])[CH:3]=1. The yield is 0.370. (3) The reactants are [C:1]([N:4]1[CH2:9][CH2:8][N:7]([CH2:10][CH2:11][CH2:12][O:13][C:14]2[CH:23]=[C:22]3[C:17]([C:18](Cl)=[N:19][CH:20]=[N:21]3)=[CH:16][C:15]=2[O:25][CH3:26])[CH2:6][CH2:5]1)(=[O:3])[CH3:2].[F:27][C:28]1[C:36]([OH:37])=[CH:35][CH:34]=[C:33]2[C:29]=1[CH:30]=[CH:31][NH:32]2.C(=O)([O-])[O-].[K+].[K+]. The catalyst is CC(N(C)C)=O. The product is [C:1]([N:4]1[CH2:9][CH2:8][N:7]([CH2:10][CH2:11][CH2:12][O:13][C:14]2[CH:23]=[C:22]3[C:17]([C:18]([O:37][C:36]4[C:28]([F:27])=[C:29]5[C:33](=[CH:34][CH:35]=4)[NH:32][CH:31]=[CH:30]5)=[N:19][CH:20]=[N:21]3)=[CH:16][C:15]=2[O:25][CH3:26])[CH2:6][CH2:5]1)(=[O:3])[CH3:2]. The yield is 0.300. (4) The reactants are [F:1][C:2]1[CH:7]=[CH:6][C:5]([CH2:8][C:9]2[CH:18]=[C:17]3[C:12]([C:13]([OH:30])=[C:14]([C:25](OCC)=[O:26])[C:15](=[O:24])[N:16]3[CH2:19][C:20]([F:23])([F:22])[F:21])=[N:11][CH:10]=2)=[CH:4][CH:3]=1.[NH2:31][C@@H:32]([CH3:35])[CH2:33][OH:34]. No catalyst specified. The product is [F:1][C:2]1[CH:7]=[CH:6][C:5]([CH2:8][C:9]2[CH:18]=[C:17]3[C:12]([C:13]([OH:30])=[C:14]([C:25]([NH:31][C@@H:32]([CH3:35])[CH2:33][OH:34])=[O:26])[C:15](=[O:24])[N:16]3[CH2:19][C:20]([F:23])([F:22])[F:21])=[N:11][CH:10]=2)=[CH:4][CH:3]=1. The yield is 0.850. (5) The reactants are [Br:1][C:2]1[C:7]([F:8])=[CH:6][C:5]([N:9]2[CH:14]=[C:13]([O:15][CH3:16])[C:12](=[O:17])[C:11]([C:18]([OH:20])=O)=[N:10]2)=[C:4]([F:21])[CH:3]=1.Cl.[CH3:23][NH:24][O:25][CH3:26].C1C=CC2N(O)N=NC=2C=1.C(N(CC)CC)C.CCN=C=NCCCN(C)C. The catalyst is CN(C=O)C.CCOC(C)=O.CCOC(C)=O.CO. The product is [Br:1][C:2]1[C:7]([F:8])=[CH:6][C:5]([N:9]2[CH:14]=[C:13]([O:15][CH3:16])[C:12](=[O:17])[C:11]([C:18]([N:24]([O:25][CH3:26])[CH3:23])=[O:20])=[N:10]2)=[C:4]([F:21])[CH:3]=1. The yield is 0.310. (6) The reactants are [C:1]([C:3]1[CH:4]=[C:5]2[C:9](=[CH:10][CH:11]=1)[NH:8][C:7](=[O:12])[CH:6]2[C:13]1[CH:22]=[CH:21][C:20]2[CH2:19][CH2:18][CH2:17][CH:16]([OH:23])[C:15]=2[N+:14]=1[O-])#[N:2].P(Cl)(Cl)Cl. The catalyst is C(OCC)(=O)C.C(#N)C. The product is [OH:12][C:7]1[NH:8][C:9]2[C:5]([C:6]=1[C:13]1[CH:22]=[CH:21][C:20]3[CH2:19][CH2:18][CH2:17][CH:16]([OH:23])[C:15]=3[N:14]=1)=[CH:4][C:3]([C:1]#[N:2])=[CH:11][CH:10]=2. The yield is 0.180. (7) The reactants are Br[CH2:2][C:3]1[C:8]([CH3:9])=[CH:7][N:6]=[CH:5][C:4]=1[CH3:10].[CH3:11][C:12]1[N:17]=[C:16]([SH:18])[N:15]=[C:14]([OH:19])[CH:13]=1.C(N(CC)CC)C. The catalyst is C(O)C. The product is [CH3:10][C:4]1[CH:5]=[N:6][CH:7]=[C:8]([CH3:9])[C:3]=1[CH2:2][S:18][C:16]1[N:15]=[C:14]([OH:19])[CH:13]=[C:12]([CH3:11])[N:17]=1. The yield is 0.570. (8) The reactants are [N+:1]([C:4]1[CH:9]=[CH:8][C:7]([CH2:10][CH2:11][S:12]([N:15]2[CH2:20][CH2:19][O:18][CH2:17][CH2:16]2)(=[O:14])=[O:13])=[CH:6][CH:5]=1)([O-])=O. The catalyst is CO.[Pd]. The product is [N:15]1([S:12]([CH2:11][CH2:10][C:7]2[CH:8]=[CH:9][C:4]([NH2:1])=[CH:5][CH:6]=2)(=[O:14])=[O:13])[CH2:16][CH2:17][O:18][CH2:19][CH2:20]1. The yield is 0.340. (9) The reactants are [F:1][C:2]1[CH:8]=[C:7]([F:9])[CH:6]=[CH:5][C:3]=1[NH2:4].S(=O)(=O)(O)O.[N+:15]([O-])([OH:17])=[O:16]. No catalyst specified. The product is [F:1][C:2]1[CH:8]=[C:7]([F:9])[C:6]([N+:15]([O-:17])=[O:16])=[CH:5][C:3]=1[NH2:4]. The yield is 0.750. (10) The reactants are [C:1]([C:9]1[CH:14]=[C:13]([Cl:15])[CH:12]=[CH:11][C:10]=1[NH:16][S:17]([C:20]([F:23])([F:22])[F:21])(=[O:19])=[O:18])(=O)[C:2]1[CH:7]=[CH:6][CH:5]=[CH:4][CH:3]=1.Cl.[Cl:25][C:26]1[CH:27]=[C:28]([CH:32]=[CH:33][C:34]=1[Cl:35])[CH2:29][O:30][NH2:31].CC([O-])=O.[Na+]. The catalyst is CCO. The product is [Cl:15][C:13]1[CH:12]=[CH:11][C:10]([NH:16][S:17]([C:20]([F:23])([F:22])[F:21])(=[O:19])=[O:18])=[C:9]([C:1](=[N:31][O:30][CH2:29][C:28]2[CH:32]=[CH:33][C:34]([Cl:35])=[C:26]([Cl:25])[CH:27]=2)[C:2]2[CH:7]=[CH:6][CH:5]=[CH:4][CH:3]=2)[CH:14]=1. The yield is 5.10.